From a dataset of Reaction yield outcomes from USPTO patents with 853,638 reactions. Predict the reaction yield, written as a fraction of the theoretical maximum amount of product (1.0 means a 100% yield; for example, 0.34 means a 34% yield). (1) The reactants are FC1C=CC(NC(=O)NC2C=CC(C3C=C4C(CN([C@@H](C(C)C)C(O)=O)C4=O)=CC=3)=CC=2)=CC=1.[C:35]([C:37]1[CH:42]=[CH:41][C:40]([NH:43][C:44](=[O:70])[NH:45][C:46]2[CH:51]=[CH:50][C:49]([C:52]3[CH:60]=[C:59]4[C:55]([CH2:56][N:57]([C@@H:62]([CH:67]([CH3:69])[CH3:68])[C:63]([O:65]C)=[O:64])[C:58]4=[O:61])=[CH:54][CH:53]=3)=[CH:48][CH:47]=2)=[CH:39][CH:38]=1)#[N:36]. The yield is 0.940. No catalyst specified. The product is [C:35]([C:37]1[CH:42]=[CH:41][C:40]([NH:43][C:44](=[O:70])[NH:45][C:46]2[CH:47]=[CH:48][C:49]([C:52]3[CH:60]=[C:59]4[C:55]([CH2:56][N:57]([C@@H:62]([CH:67]([CH3:68])[CH3:69])[C:63]([OH:65])=[O:64])[C:58]4=[O:61])=[CH:54][CH:53]=3)=[CH:50][CH:51]=2)=[CH:39][CH:38]=1)#[N:36]. (2) The reactants are [CH3:1][O:2][C:3]([C:5]1[CH:9]=[CH:8][NH:7][CH:6]=1)=[O:4].[B:10]1([B:10]2[O:14][C:13]([CH3:16])([CH3:15])[C:12]([CH3:18])([CH3:17])[O:11]2)[O:14][C:13]([CH3:16])([CH3:15])[C:12]([CH3:18])([CH3:17])[O:11]1. The catalyst is C(C1C=CN=C(C2C=C(C(C)(C)C)C=CN=2)C=1)(C)(C)C.C1CCCCC1. The product is [CH3:17][C:12]1([CH3:18])[C:13]([CH3:16])([CH3:15])[O:14][B:10]([C:8]2[NH:7][CH:6]=[C:5]([C:3]([O:2][CH3:1])=[O:4])[CH:9]=2)[O:11]1. The yield is 0.700. (3) The reactants are Cl[C:2]1[C:7]([F:8])=[C:6]([C:9]2[CH:14]=[CH:13][N:12]=[C:11]([NH:15][CH:16]3[CH2:21][CH2:20][O:19][CH2:18][CH2:17]3)[N:10]=2)[CH:5]=[CH:4][N:3]=1.Cl.[OH2:23]. No catalyst specified. The product is [F:8][C:7]1[C:2](=[O:23])[NH:3][CH:4]=[CH:5][C:6]=1[C:9]1[CH:14]=[CH:13][N:12]=[C:11]([NH:15][CH:16]2[CH2:21][CH2:20][O:19][CH2:18][CH2:17]2)[N:10]=1. The yield is 0.751. (4) The reactants are [OH:1][CH2:2][CH2:3][N:4]1[CH2:8][CH2:7][NH:6][C:5]1=[O:9].CCN(CC)CC.[CH3:17][S:18](Cl)(=[O:20])=[O:19]. The catalyst is C(Cl)Cl. The product is [CH3:17][S:18]([O:1][CH2:2][CH2:3][N:4]1[CH2:8][CH2:7][NH:6][C:5]1=[O:9])(=[O:20])=[O:19]. The yield is 0.440. (5) The reactants are C([O:3][CH:4](OCC)[C:5]1[C:13]([C:14]2[CH:19]=[CH:18][N:17]=[C:16]([S:20][CH3:21])[N:15]=2)=[C:8]2[CH:9]=[CH:10][CH:11]=[CH:12][N:7]2[N:6]=1)C.Cl. The catalyst is O1CCCC1. The product is [CH3:21][S:20][C:16]1[N:15]=[C:14]([C:13]2[C:5]([CH:4]=[O:3])=[N:6][N:7]3[CH:12]=[CH:11][CH:10]=[CH:9][C:8]=23)[CH:19]=[CH:18][N:17]=1. The yield is 0.790.